Dataset: Peptide-MHC class I binding affinity with 185,985 pairs from IEDB/IMGT. Task: Regression. Given a peptide amino acid sequence and an MHC pseudo amino acid sequence, predict their binding affinity value. This is MHC class I binding data. (1) The peptide sequence is FLYAALLLA. The MHC is HLA-A02:01 with pseudo-sequence HLA-A02:01. The binding affinity (normalized) is 0.0987. (2) The peptide sequence is AHSKAETEA. The MHC is HLA-A01:01 with pseudo-sequence HLA-A01:01. The binding affinity (normalized) is 0.0847. (3) The peptide sequence is AISDPCMGL. The MHC is HLA-A01:01 with pseudo-sequence HLA-A01:01. The binding affinity (normalized) is 0.0847. (4) The peptide sequence is FGAEVVPGF. The MHC is Mamu-B52 with pseudo-sequence Mamu-B52. The binding affinity (normalized) is 0.893. (5) The peptide sequence is GIAIFNNRNL. The MHC is HLA-A02:01 with pseudo-sequence HLA-A02:01. The binding affinity (normalized) is 0.335.